From a dataset of Forward reaction prediction with 1.9M reactions from USPTO patents (1976-2016). Predict the product of the given reaction. (1) Given the reactants [OH:1][CH2:2][CH2:3][NH:4][C:5]([C:7]1[C:8]2[S:16][CH:15]=[C:14]([CH2:17][O:18][C:19]3[CH:24]=[CH:23][C:22]([Br:25])=[CH:21][CH:20]=3)[C:9]=2[C:10]([NH2:13])=[N:11][CH:12]=1)=[O:6].[CH3:26][S:27]([OH:30])(=[O:29])=[O:28], predict the reaction product. The product is: [CH3:26][S:27]([OH:30])(=[O:29])=[O:28].[CH3:26][S:27]([OH:30])(=[O:29])=[O:28].[OH:1][CH2:2][CH2:3][NH:4][C:5]([C:7]1[C:8]2[S:16][CH:15]=[C:14]([CH2:17][O:18][C:19]3[CH:20]=[CH:21][C:22]([Br:25])=[CH:23][CH:24]=3)[C:9]=2[C:10]([NH2:13])=[N:11][CH:12]=1)=[O:6]. (2) The product is: [O:30]1[C:34]2[CH:35]=[CH:36][CH:37]=[CH:38][C:33]=2[CH:32]=[C:31]1[C:21]1[C:15]2[O:14][CH:13]([CH2:12][NH2:126])[CH2:17][C:16]=2[CH:18]=[CH:19][CH:20]=1. Given the reactants CC1C=CC(S(O[CH2:12][CH:13]2[CH2:17][C:16]3[CH:18]=[CH:19][CH:20]=[C:21](OS(C(F)(F)F)(=O)=O)[C:15]=3[O:14]2)(=O)=O)=CC=1.[O:30]1[C:34]2[CH:35]=[CH:36][CH:37]=[CH:38][C:33]=2[CH:32]=[C:31]1B(O)O.P([O-])([O-])([O-])=O.[K+].[K+].[K+].CC1C=CC(S(OCC2CC3C=CC=C(C4C=C(C(F)(F)F)C=C(C(F)(F)F)C=4)C=3O2)(=O)=O)=CC=1.CC1C=CC(S(OCC2CC3C=CC=C(C4OC5C=CC=CC=5C=4)C=3O2)(=O)=O)=CC=1.S(C1C=CC(C)=CC=1)([O-])(=O)=O.[N-:126]=[N+]=[N-].[Na+].N(CC1CC2C=C(Cl)C=C(C3C=CSC=3)C=2O1)=[N+]=[N-].N(CC1CC2C=CC=C(C3OC4C=CC=CC=4C=3)C=2O1)=[N+]=[N-].[N-]=[N+]=[N-], predict the reaction product. (3) The product is: [C:1]([O:5][C@@H:6]([C:12]1[C:30]([CH3:31])=[CH:29][C:15]2[N:16]=[C:17]([C:19]3[C:24]([CH:25]([F:26])[F:27])=[CH:23][N:22]=[C:21]([C:45]4[CH:44]=[C:43]5[C:48](=[CH:47][CH:46]=4)[N:40]([CH3:39])[N:41]=[CH:42]5)[CH:20]=3)[S:18][C:14]=2[C:13]=1[C:32]1[CH:37]=[CH:36][C:35]([Cl:38])=[CH:34][CH:33]=1)[C:7]([O:9][CH2:10][CH3:11])=[O:8])([CH3:2])([CH3:3])[CH3:4]. Given the reactants [C:1]([O:5][C@@H:6]([C:12]1[C:30]([CH3:31])=[CH:29][C:15]2[N:16]=[C:17]([C:19]3[C:24]([CH:25]([F:27])[F:26])=[CH:23][N:22]=[C:21](Cl)[CH:20]=3)[S:18][C:14]=2[C:13]=1[C:32]1[CH:37]=[CH:36][C:35]([Cl:38])=[CH:34][CH:33]=1)[C:7]([O:9][CH2:10][CH3:11])=[O:8])([CH3:4])([CH3:3])[CH3:2].[CH3:39][N:40]1[C:48]2[C:43](=[CH:44][C:45](B(O)O)=[CH:46][CH:47]=2)[CH:42]=[N:41]1.C([O-])([O-])=O.[K+].[K+], predict the reaction product. (4) Given the reactants [CH3:1][O:2][C:3]1[N:8]=[CH:7][C:6]([C:9]2[N:17]3[C:12]([CH:13]=[N:14][C:15](OS(C(F)(F)F)(=O)=O)=[N:16]3)=[CH:11][CH:10]=2)=[CH:5][CH:4]=1.[NH2:26][C:27]1[CH:32]=[CH:31][C:30]([CH:33]2[N:38]([CH3:39])[CH2:37][CH2:36][N:35]([CH3:40])[C:34]2=[O:41])=[CH:29][CH:28]=1, predict the reaction product. The product is: [CH3:1][O:2][C:3]1[N:8]=[CH:7][C:6]([C:9]2[N:17]3[C:12]([CH:13]=[N:14][C:15]([NH:26][C:27]4[CH:28]=[CH:29][C:30]([CH:33]5[N:38]([CH3:39])[CH2:37][CH2:36][N:35]([CH3:40])[C:34]5=[O:41])=[CH:31][CH:32]=4)=[N:16]3)=[CH:11][CH:10]=2)=[CH:5][CH:4]=1.